From a dataset of Catalyst prediction with 721,799 reactions and 888 catalyst types from USPTO. Predict which catalyst facilitates the given reaction. (1) Reactant: C[O:2][C:3](=[O:24])[C@@H:4]([C@H:14]([OH:23])[C:15]([N:17]1[CH2:22][CH2:21][O:20][CH2:19][CH2:18]1)=[O:16])[CH2:5][CH2:6][CH2:7][C:8]1[CH:13]=[CH:12][CH:11]=[CH:10][CH:9]=1.O[Li].O. Product: [OH:23][C@@H:14]([C@@H:4]([CH2:5][CH2:6][CH2:7][C:8]1[CH:9]=[CH:10][CH:11]=[CH:12][CH:13]=1)[C:3]([OH:24])=[O:2])[C:15]([N:17]1[CH2:22][CH2:21][O:20][CH2:19][CH2:18]1)=[O:16]. The catalyst class is: 20. (2) Product: [CH3:17][N:18]([CH3:26])[CH:19]=[C:20]([C:4](=[O:6])[C:3]1[CH:7]=[CH:8][C:9]([F:12])=[C:10]([F:11])[C:2]=1[F:1])[C:21]([O:23][CH2:24][CH3:25])=[O:22]. The catalyst class is: 213. Reactant: [F:1][C:2]1[C:10]([F:11])=[C:9]([F:12])[CH:8]=[CH:7][C:3]=1[C:4]([OH:6])=O.S(Cl)(Cl)=O.[CH3:17][N:18]([CH3:26])[CH:19]=[CH:20][C:21]([O:23][CH2:24][CH3:25])=[O:22].C(N(CC)CC)C. (3) Reactant: [CH3:1][C@@H:2]1[CH2:7][NH:6][CH2:5][CH2:4][NH:3]1.C(=O)(O)[O-].[Na+].[C:13](Cl)(=[O:20])[C:14]1[CH:19]=[CH:18][CH:17]=[CH:16][CH:15]=1. Product: [CH3:1][C@H:2]1[NH:3][CH2:4][CH2:5][N:6]([C:13]([C:14]2[CH:19]=[CH:18][CH:17]=[CH:16][CH:15]=2)=[O:20])[CH2:7]1. The catalyst class is: 283. (4) Reactant: [CH3:1][C:2]1[C:7]([CH:8]=[O:9])=[CH:6][CH:5]=[C:4]([C:10]2[CH:15]=[CH:14][CH:13]=[C:12]([C:16]([F:19])([F:18])[F:17])[CH:11]=2)[N:3]=1.[CH2:20]([Mg]Cl)[CH3:21]. Product: [CH3:1][C:2]1[C:7]([CH:8]([OH:9])[CH2:20][CH3:21])=[CH:6][CH:5]=[C:4]([C:10]2[CH:15]=[CH:14][CH:13]=[C:12]([C:16]([F:17])([F:19])[F:18])[CH:11]=2)[N:3]=1. The catalyst class is: 1. (5) Reactant: [NH2:1][C:2]1[N:7]=[C:6](S(C)=O)[C:5]([C:11]#[N:12])=[C:4]([N:13]2[CH:17]=[CH:16][CH:15]=[N:14]2)[N:3]=1.[CH3:18][C:19]1[CH:26]=[CH:25][CH:24]=[CH:23][C:20]=1[CH2:21][NH2:22].C1CCN2C(=NCCC2)CC1. Product: [NH2:1][C:2]1[N:7]=[C:6]([NH:22][CH2:21][C:20]2[CH:23]=[CH:24][CH:25]=[CH:26][C:19]=2[CH3:18])[C:5]([C:11]#[N:12])=[C:4]([N:13]2[CH:17]=[CH:16][CH:15]=[N:14]2)[N:3]=1. The catalyst class is: 57. (6) Reactant: OC(C(F)(F)F)=O.[CH2:8]=[C:9]1[CH2:14][CH2:13][NH:12][CH2:11][CH2:10]1.[C:15](=[O:18])(O)[O-:16].[Na+].[C:20](Cl)(=O)[C:21]1[CH:26]=[CH:25][CH:24]=[CH:23][CH:22]=1. Product: [CH2:8]=[C:9]1[CH2:14][CH2:13][N:12]([C:15]([O:16][CH2:20][C:21]2[CH:26]=[CH:25][CH:24]=[CH:23][CH:22]=2)=[O:18])[CH2:11][CH2:10]1. The catalyst class is: 20. (7) Reactant: [CH3:1][O:2][C:3](=[O:17])[CH2:4][CH2:5][CH2:6][C:7]#[C:8][C:9]1[CH:14]=[CH:13][CH:12]=[C:11]([C:15]#[N:16])[CH:10]=1.[CH2:18]([SnH:22]([CH2:27][CH2:28][CH2:29][CH3:30])[CH2:23][CH2:24][CH2:25][CH3:26])[CH2:19][CH2:20][CH3:21]. Product: [CH3:1][O:2][C:3](=[O:17])[CH2:4][CH2:5][CH2:6][CH:7]=[C:8]([Sn:22]([CH2:23][CH2:24][CH2:25][CH3:26])([CH2:27][CH2:28][CH2:29][CH3:30])[CH2:18][CH2:19][CH2:20][CH3:21])[C:9]1[CH:14]=[CH:13][CH:12]=[C:11]([C:15]#[N:16])[CH:10]=1. The catalyst class is: 176. (8) The catalyst class is: 47. Product: [N:13]1[C:12]2[NH:16][CH:17]=[CH:18][C:11]=2[C:10]([C:8]([CH:5]2[CH2:6][CH2:7][N:2]([CH2:25][C:24]3[CH:23]=[CH:22][C:21]([C:20]([F:19])([F:29])[F:30])=[CH:28][CH:27]=3)[CH2:3][CH2:4]2)=[O:9])=[N:15][CH:14]=1. Reactant: Cl.[NH:2]1[CH2:7][CH2:6][CH:5]([C:8]([C:10]2[C:11]3[CH:18]=[CH:17][NH:16][C:12]=3[N:13]=[CH:14][N:15]=2)=[O:9])[CH2:4][CH2:3]1.[F:19][C:20]([F:30])([F:29])[C:21]1[CH:28]=[CH:27][C:24]([CH2:25]Br)=[CH:23][CH:22]=1.C(N(CC)C(C)C)(C)C.[Cl-].[NH4+].